From a dataset of Reaction yield outcomes from USPTO patents with 853,638 reactions. Predict the reaction yield, written as a fraction of the theoretical maximum amount of product (1.0 means a 100% yield; for example, 0.34 means a 34% yield). (1) The reactants are [NH2:1][C:2]1[CH:7]=[CH:6][C:5]([NH2:8])=[CH:4][C:3]=1[S:9]([NH2:12])(=[O:11])=[O:10].N1C=CC=CC=1.[CH3:19][S:20](Cl)(=[O:22])=[O:21]. The catalyst is ClCCl. The product is [NH2:1][C:2]1[CH:7]=[CH:6][C:5]([NH:8][S:20]([CH3:19])(=[O:22])=[O:21])=[CH:4][C:3]=1[S:9]([NH2:12])(=[O:10])=[O:11]. The yield is 0.730. (2) The reactants are [CH2:1]([N:3]1[C:11]2[C:6](=[C:7]([CH2:12][N:13]([CH3:18])[C:14](=[O:17])[CH:15]=[CH2:16])[CH:8]=[CH:9][CH:10]=2)[CH:5]=[CH:4]1)[CH3:2].CN(CC1SC2C=CC=CC=2C=1C)C(=O)C=C.Br[C:37]1[CH:38]=[C:39]2[C:44](=[N:45][CH:46]=1)[NH:43][C:42](=[O:47])[CH2:41][CH2:40]2.BrC1C=NC2NC(=O)C(C)(C)NCC=2C=1. No catalyst specified. The product is [CH2:1]([N:3]1[C:11]2[C:6](=[C:7]([CH2:12][N:13]([CH3:18])[C:14](=[O:17])/[CH:15]=[CH:16]/[C:37]3[CH:46]=[N:45][C:44]4[NH:43][C:42](=[O:47])[CH2:41][CH2:40][C:39]=4[CH:38]=3)[CH:8]=[CH:9][CH:10]=2)[CH:5]=[CH:4]1)[CH3:2]. The yield is 0.460. (3) The reactants are Cl.[Cl:2][C:3]1[CH:8]=[CH:7][N:6]=[C:5]([C:9](Cl)=[O:10])[CH:4]=1.Cl.[CH2:13]([O:17][NH2:18])[CH:14]([CH3:16])[CH3:15].C(N(CC)C(C)C)(C)C. The catalyst is C1COCC1.O.CCOC(C)=O. The product is [Cl:2][C:3]1[CH:8]=[CH:7][N:6]=[C:5]([C:9]([NH:18][O:17][CH2:13][CH:14]([CH3:16])[CH3:15])=[O:10])[CH:4]=1. The yield is 0.670. (4) The reactants are [H-].[Na+].[NH:3]1[C:7]2=[N:8][CH:9]=[CH:10][CH:11]=[C:6]2[CH:5]=[CH:4]1.Br[CH2:13][CH2:14][CH2:15][CH2:16][CH3:17]. The catalyst is CN(C)C=O. The yield is 1.00. The product is [CH2:13]([N:3]1[C:7]2=[N:8][CH:9]=[CH:10][CH:11]=[C:6]2[CH:5]=[CH:4]1)[CH2:14][CH2:15][CH2:16][CH3:17]. (5) The reactants are [CH3:1][O:2][C:3]([C:5]1[C@@H:6]2[N:19]([C:20]([O:22][C:23]([CH3:26])([CH3:25])[CH3:24])=[O:21])[C@H:9]([CH2:10][C:11]=1[C:12]1[CH:17]=[CH:16][C:15]([OH:18])=[CH:14][CH:13]=1)[CH2:8][CH2:7]2)=[O:4].[Cl:27][C:28]1[C:33]([F:34])=[CH:32][CH:31]=[C:30]([F:35])[C:29]=1[C:36]1[CH:40]=[C:39]([CH2:41]O)[O:38][N:37]=1.C1CCN(C(N=NC(N2CCCCC2)=O)=O)CC1.P(CCCC)(CCCC)CCCC. The catalyst is C1(C)C=CC=CC=1. The product is [CH3:1][O:2][C:3]([C:5]1[C@@H:6]2[N:19]([C:20]([O:22][C:23]([CH3:26])([CH3:25])[CH3:24])=[O:21])[C@H:9]([CH2:10][C:11]=1[C:12]1[CH:13]=[CH:14][C:15]([O:18][CH2:41][C:39]3[O:38][N:37]=[C:36]([C:29]4[C:30]([F:35])=[CH:31][CH:32]=[C:33]([F:34])[C:28]=4[Cl:27])[CH:40]=3)=[CH:16][CH:17]=1)[CH2:8][CH2:7]2)=[O:4]. The yield is 0.990.